Dataset: Peptide-MHC class II binding affinity with 134,281 pairs from IEDB. Task: Regression. Given a peptide amino acid sequence and an MHC pseudo amino acid sequence, predict their binding affinity value. This is MHC class II binding data. (1) The peptide sequence is IDTLKKNENIKEL. The MHC is HLA-DPA10103-DPB10401 with pseudo-sequence HLA-DPA10103-DPB10401. The binding affinity (normalized) is 0.198. (2) The peptide sequence is RYANPIAFFRKEPLK. The MHC is HLA-DQA10301-DQB10302 with pseudo-sequence HLA-DQA10301-DQB10302. The binding affinity (normalized) is 0.125. (3) The peptide sequence is AFILDGDNLFPKV. The binding affinity (normalized) is 0.0484. The MHC is HLA-DQA10501-DQB10301 with pseudo-sequence HLA-DQA10501-DQB10301. (4) The peptide sequence is ARTDLLAFTRLPQAD. The MHC is DRB1_0405 with pseudo-sequence DRB1_0405. The binding affinity (normalized) is 0.370. (5) The peptide sequence is ILQITQYLDFLLL. The MHC is DRB4_0101 with pseudo-sequence DRB4_0103. The binding affinity (normalized) is 0.190. (6) The peptide sequence is KRIVKLVNDVGAVVN. The MHC is DRB1_0901 with pseudo-sequence DRB1_0901. The binding affinity (normalized) is 0.603.